This data is from Full USPTO retrosynthesis dataset with 1.9M reactions from patents (1976-2016). The task is: Predict the reactants needed to synthesize the given product. (1) Given the product [CH2:1]([O:3][C:4]([N:6]1[CH2:11][CH2:10][N:9]([C:12](=[O:51])[C@@H:13]([NH:19][C:20]([C:22]2[CH:26]=[C:25]([O:27][CH2:28][C:29]([N:31]3[CH2:35][CH2:34][CH2:33][C@H:32]3[C:36](=[O:42])[NH:37][CH:38]3[CH2:39][CH2:40][CH2:41]3)=[O:30])[N:24]([C:43]3[CH:48]=[CH:47][C:46]([F:49])=[C:45]([F:50])[CH:44]=3)[N:23]=2)=[O:21])[CH2:14][CH2:15][C:16]([O:18][CH2:52][CH3:53])=[O:17])[CH2:8][CH2:7]1)=[O:5])[CH3:2], predict the reactants needed to synthesize it. The reactants are: [CH2:1]([O:3][C:4]([N:6]1[CH2:11][CH2:10][N:9]([C:12](=[O:51])[C@@H:13]([NH:19][C:20]([C:22]2[CH:26]=[C:25]([O:27][CH2:28][C:29]([N:31]3[CH2:35][CH2:34][CH2:33][C@H:32]3[C:36](=[O:42])[NH:37][CH:38]3[CH2:41][CH2:40][CH2:39]3)=[O:30])[N:24]([C:43]3[CH:48]=[CH:47][C:46]([F:49])=[C:45]([F:50])[CH:44]=3)[N:23]=2)=[O:21])[CH2:14][CH2:15][C:16]([OH:18])=[O:17])[CH2:8][CH2:7]1)=[O:5])[CH3:2].[CH2:52](Cl)[CH2:53]Cl.C(O)C. (2) Given the product [C:46]([C:45]1[C:48]([NH:50][CH2:51][CH2:52][O:53][CH3:54])=[CH:49][C:42]([NH:41][C:24]([N:21]2[C:22]3[C:17](=[CH:16][C:15]([CH:33]4[CH2:34][CH2:35][O:36][CH2:37][CH2:38]4)=[C:14]([CH:13]([O:39][CH3:40])[O:12][CH3:11])[N:23]=3)[CH2:18][CH2:19][CH2:20]2)=[O:25])=[N:43][CH:44]=1)#[N:47], predict the reactants needed to synthesize it. The reactants are: [Li+].C[Si]([N-][Si](C)(C)C)(C)C.[CH3:11][O:12][CH:13]([O:39][CH3:40])[C:14]1[N:23]=[C:22]2[C:17]([CH2:18][CH2:19][CH2:20][N:21]2[C:24](OC2C=CC=CC=2)=[O:25])=[CH:16][C:15]=1[CH:33]1[CH2:38][CH2:37][O:36][CH2:35][CH2:34]1.[NH2:41][C:42]1[CH:49]=[C:48]([NH:50][CH2:51][CH2:52][O:53][CH3:54])[C:45]([C:46]#[N:47])=[CH:44][N:43]=1.[NH4+].[Cl-].